Task: Predict the reactants needed to synthesize the given product.. Dataset: Full USPTO retrosynthesis dataset with 1.9M reactions from patents (1976-2016) (1) Given the product [ClH:1].[ClH:1].[CH:4]([C@H:17]1[N:22]2[CH2:23][CH2:24][N:25]([CH:77]=[O:79])[CH2:26][C@H:21]2[CH2:20][N:19]([CH2:27][C:28]2[CH:33]=[C:32]([N:34]3[C:38]([C:39]([F:42])([F:41])[F:40])=[N:37][N:36]=[N:35]3)[CH:31]=[CH:30][C:29]=2[O:43][CH3:44])[CH2:18]1)([C:5]1[CH:10]=[CH:9][CH:8]=[CH:7][CH:6]=1)[C:11]1[CH:12]=[CH:13][CH:14]=[CH:15][CH:16]=1, predict the reactants needed to synthesize it. The reactants are: [ClH:1].Cl.Cl.[CH:4]([C@H:17]1[N:22]2[CH2:23][CH2:24][NH:25][CH2:26][C@H:21]2[CH2:20][N:19]([CH2:27][C:28]2[CH:33]=[C:32]([N:34]3[C:38]([C:39]([F:42])([F:41])[F:40])=[N:37][N:36]=[N:35]3)[CH:31]=[CH:30][C:29]=2[O:43][CH3:44])[CH2:18]1)([C:11]1[CH:16]=[CH:15][CH:14]=[CH:13][CH:12]=1)[C:5]1[CH:10]=[CH:9][CH:8]=[CH:7][CH:6]=1.C(N(CC)C(C)C)(C)C.ON1C2C=CC=CC=2N=N1.Cl.CN(C)CCCN=C=NCC.Cl.[C:77](OCC)(=[O:79])C. (2) Given the product [Br:22][C:9]1[S:10][C:6]2[C:5]([C:11]#[N:12])=[CH:4][NH:3][C:2](=[O:1])[C:7]=2[CH:8]=1, predict the reactants needed to synthesize it. The reactants are: [O:1]=[C:2]1[C:7]2[CH:8]=[CH:9][S:10][C:6]=2[C:5]([C:11]#[N:12])=[CH:4][NH:3]1.CN(C=O)C.C(O)(=O)C.[Br:22]N1C(=O)CCC1=O.C([O-])(O)=O.[Na+].